Dataset: NCI-60 drug combinations with 297,098 pairs across 59 cell lines. Task: Regression. Given two drug SMILES strings and cell line genomic features, predict the synergy score measuring deviation from expected non-interaction effect. (1) Drug 1: CN1C(=O)N2C=NC(=C2N=N1)C(=O)N. Drug 2: COC1=NC(=NC2=C1N=CN2C3C(C(C(O3)CO)O)O)N. Cell line: MOLT-4. Synergy scores: CSS=79.2, Synergy_ZIP=1.07, Synergy_Bliss=1.00, Synergy_Loewe=2.70, Synergy_HSA=5.61. (2) Drug 1: CN(C(=O)NC(C=O)C(C(C(CO)O)O)O)N=O. Drug 2: C1CN(P(=O)(OC1)NCCCl)CCCl. Cell line: A549. Synergy scores: CSS=4.14, Synergy_ZIP=3.97, Synergy_Bliss=-2.69, Synergy_Loewe=2.25, Synergy_HSA=-1.74. (3) Drug 1: CC1=C2C(C(=O)C3(C(CC4C(C3C(C(C2(C)C)(CC1OC(=O)C(C(C5=CC=CC=C5)NC(=O)OC(C)(C)C)O)O)OC(=O)C6=CC=CC=C6)(CO4)OC(=O)C)OC)C)OC. Drug 2: C1=NC(=NC(=O)N1C2C(C(C(O2)CO)O)O)N. Cell line: SF-539. Synergy scores: CSS=62.1, Synergy_ZIP=14.0, Synergy_Bliss=13.3, Synergy_Loewe=-21.1, Synergy_HSA=13.3. (4) Drug 1: CNC(=O)C1=CC=CC=C1SC2=CC3=C(C=C2)C(=NN3)C=CC4=CC=CC=N4. Drug 2: CC12CCC3C(C1CCC2O)C(CC4=C3C=CC(=C4)O)CCCCCCCCCS(=O)CCCC(C(F)(F)F)(F)F. Cell line: UACC-257. Synergy scores: CSS=4.33, Synergy_ZIP=0.176, Synergy_Bliss=4.50, Synergy_Loewe=3.41, Synergy_HSA=3.43. (5) Drug 1: C1=CC(=CC=C1CCC2=CNC3=C2C(=O)NC(=N3)N)C(=O)NC(CCC(=O)O)C(=O)O. Drug 2: CN(CC1=CN=C2C(=N1)C(=NC(=N2)N)N)C3=CC=C(C=C3)C(=O)NC(CCC(=O)O)C(=O)O. Cell line: KM12. Synergy scores: CSS=13.9, Synergy_ZIP=-6.04, Synergy_Bliss=-9.39, Synergy_Loewe=-2.29, Synergy_HSA=-2.50. (6) Drug 2: CC1C(C(=O)NC(C(=O)N2CCCC2C(=O)N(CC(=O)N(C(C(=O)O1)C(C)C)C)C)C(C)C)NC(=O)C3=C4C(=C(C=C3)C)OC5=C(C(=O)C(=C(C5=N4)C(=O)NC6C(OC(=O)C(N(C(=O)CN(C(=O)C7CCCN7C(=O)C(NC6=O)C(C)C)C)C)C(C)C)C)N)C. Synergy scores: CSS=28.6, Synergy_ZIP=-10.1, Synergy_Bliss=-3.14, Synergy_Loewe=-2.04, Synergy_HSA=-2.58. Drug 1: CCC1=CC2CC(C3=C(CN(C2)C1)C4=CC=CC=C4N3)(C5=C(C=C6C(=C5)C78CCN9C7C(C=CC9)(C(C(C8N6C)(C(=O)OC)O)OC(=O)C)CC)OC)C(=O)OC.C(C(C(=O)O)O)(C(=O)O)O. Cell line: SNB-75.